Task: Predict the reactants needed to synthesize the given product.. Dataset: Full USPTO retrosynthesis dataset with 1.9M reactions from patents (1976-2016) (1) Given the product [CH3:1][C@@H:2]([NH:13][CH2:14][CH2:15][CH2:16][C:17]1[CH:18]=[CH:19][CH:20]=[C:21]([C:23]([F:24])([F:25])[F:26])[CH:22]=1)[C:3]1[CH:4]=[CH:5][CH:6]=[C:7]2[CH:12]=[CH:11][CH:10]=[CH:9][C:8]=12, predict the reactants needed to synthesize it. The reactants are: [CH3:1][C@@H:2]([NH:13][CH2:14][CH2:15][CH2:16][C:17]1[CH:18]=[CH:19][CH:20]=[C:21]([C:23]([F:26])([F:25])[F:24])[CH:22]=1)[C:3]1[CH:4]=[CH:5][CH:6]=[C:7]2[CH:12]=[CH:11][CH:10]=[CH:9][C:8]=12.Cl.C(N)(=O)CC. (2) The reactants are: [Cl:1][C:2]1[CH:7]=[C:6]([N+:8]([O-])=O)[CH:5]=[CH:4][C:3]=1[N:11]1[CH2:20][CH2:19][C:18]2[C:13](=[CH:14][CH:15]=[CH:16][CH:17]=2)[CH2:12]1.[Cl-].[NH4+].CC(C)=O.S([O-])([O-])(=O)=O.[Na+].[Na+]. Given the product [Cl:1][C:2]1[CH:7]=[C:6]([NH2:8])[CH:5]=[CH:4][C:3]=1[N:11]1[CH2:20][CH2:19][C:18]2[C:13](=[CH:14][CH:15]=[CH:16][CH:17]=2)[CH2:12]1, predict the reactants needed to synthesize it. (3) Given the product [CH3:1][N:2]([CH3:16])[CH2:3][CH2:4][N:5]([CH2:6][C:7]1[CH:12]=[CH:11][CH:10]=[C:9]([N+:13]([O-:15])=[O:14])[CH:8]=1)[C:17](=[O:18])[C:19]([F:22])([F:21])[F:20], predict the reactants needed to synthesize it. The reactants are: [CH3:1][N:2]([CH3:16])[CH2:3][CH2:4][NH:5][CH2:6][C:7]1[CH:12]=[CH:11][CH:10]=[C:9]([N+:13]([O-:15])=[O:14])[CH:8]=1.[C:17](O[C:17]([C:19]([F:22])([F:21])[F:20])=[O:18])([C:19]([F:22])([F:21])[F:20])=[O:18]. (4) Given the product [C:1]([O:5][C:6](=[O:29])[CH2:7][CH2:8][CH2:9][O:10][C:11]1[CH:16]=[CH:15][CH:14]=[C:13]([CH3:17])[C:12]=1[N:18]([C:19](=[O:28])[C:20]1[CH:25]=[CH:24][C:23]([Cl:26])=[C:22]([Br:27])[CH:21]=1)[CH3:33])([CH3:4])([CH3:2])[CH3:3], predict the reactants needed to synthesize it. The reactants are: [C:1]([O:5][C:6](=[O:29])[CH2:7][CH2:8][CH2:9][O:10][C:11]1[CH:16]=[CH:15][CH:14]=[C:13]([CH3:17])[C:12]=1[NH:18][C:19](=[O:28])[C:20]1[CH:25]=[CH:24][C:23]([Cl:26])=[C:22]([Br:27])[CH:21]=1)([CH3:4])([CH3:3])[CH3:2].[H-].[Na+].I[CH3:33].O. (5) Given the product [Cl:21][C:22]1[CH:4]=[C:2]([O:5][C:12]2[C:13]3[C:18](=[CH:17][CH:16]=[CH:15][CH:14]=3)[C:9]([NH2:8])=[CH:10][CH:11]=2)[CH:3]=[CH:24][N:23]=1, predict the reactants needed to synthesize it. The reactants are: C[C:2]([O-:5])([CH3:4])[CH3:3].[K+].Cl.[NH2:8][C:9]1[C:18]2[C:13](=[CH:14][CH:15]=[CH:16][CH:17]=2)[C:12](C=O)=[CH:11][CH:10]=1.[Cl:21][C:22]1C=C(F)C=[CH:24][N:23]=1.C. (6) Given the product [Cl:20][CH2:19][CH2:18][CH2:17][S:14][C:11]1[N:10]([CH3:15])[C:9]([C:4]2[CH:5]=[CH:6][C:7]([F:8])=[C:2]([F:1])[CH:3]=2)=[N:13][N:12]=1, predict the reactants needed to synthesize it. The reactants are: [F:1][C:2]1[CH:3]=[C:4]([C:9]2[N:10]([CH3:15])[C:11](=[S:14])[NH:12][N:13]=2)[CH:5]=[CH:6][C:7]=1[F:8].Br[CH2:17][CH2:18][CH2:19][Cl:20].C(O)(=O)C. (7) Given the product [OH:4][CH:1]1[O:5][CH2:13][CH2:12][N:11]([CH2:10][C:9]2[CH:15]=[CH:16][C:17]([O:19][CH3:20])=[CH:18][C:8]=2[O:7][CH3:6])[C:2]1=[O:3], predict the reactants needed to synthesize it. The reactants are: [C:1]([OH:5])(=[O:4])[CH:2]=[O:3].[CH3:6][O:7][C:8]1[CH:18]=[C:17]([O:19][CH3:20])[CH:16]=[CH:15][C:9]=1[CH2:10][NH:11][CH2:12][CH2:13]O.O. (8) Given the product [C:1]([NH:4][C:5]1[N:9]([C:10]2[CH:15]=[C:14]([S:16][CH2:17][C:18]([F:19])([F:20])[F:21])[C:13]([CH3:22])=[CH:12][C:11]=2[F:23])[N:8]=[C:7]([O:24][C:40]([F:54])([F:39])[C:41]([F:52])([F:53])[C:42]([F:50])([F:51])[C:43]([F:48])([F:49])[C:44]([F:47])([F:46])[F:45])[CH:6]=1)(=[O:3])[CH3:2], predict the reactants needed to synthesize it. The reactants are: [C:1]([NH:4][C:5]1[N:9]([C:10]2[CH:15]=[C:14]([S:16][CH2:17][C:18]([F:21])([F:20])[F:19])[C:13]([CH3:22])=[CH:12][C:11]=2[F:23])[N:8]=[C:7]([OH:24])[CH:6]=1)(=[O:3])[CH3:2].N1C=CC=CC=1.FC(F)(F)S([O-])(=O)=O.[F:39][C:40]([I+]C1C=CC=CC=1)([F:54])[C:41]([F:53])([F:52])[C:42]([F:51])([F:50])[C:43]([F:49])([F:48])[C:44]([F:47])([F:46])[F:45].